From a dataset of HIV replication inhibition screening data with 41,000+ compounds from the AIDS Antiviral Screen. Binary Classification. Given a drug SMILES string, predict its activity (active/inactive) in a high-throughput screening assay against a specified biological target. (1) The molecule is COc1cc2[nH]c(=O)[nH]c2c2c(C)c[nH]c12. The result is 0 (inactive). (2) The result is 0 (inactive). The molecule is CN(C)CCC(=NNc1c(Cl)cccc1Cl)c1ccccc1.Cl. (3) The result is 0 (inactive). The molecule is Cc1cccc(NC(=S)NNC(=O)c2cc(-c3ccccc3)nc3ccccc23)c1. (4) The compound is CN1C(=O)N(C)C2(CCN(CCCCCCF)CC2)C1=O. The result is 0 (inactive).